Dataset: NCI-60 drug combinations with 297,098 pairs across 59 cell lines. Task: Regression. Given two drug SMILES strings and cell line genomic features, predict the synergy score measuring deviation from expected non-interaction effect. (1) Cell line: HT29. Drug 1: C1CCN(CC1)CCOC2=CC=C(C=C2)C(=O)C3=C(SC4=C3C=CC(=C4)O)C5=CC=C(C=C5)O. Drug 2: C(=O)(N)NO. Synergy scores: CSS=-1.02, Synergy_ZIP=1.19, Synergy_Bliss=5.40, Synergy_Loewe=-2.99, Synergy_HSA=-2.42. (2) Drug 1: CN(C)N=NC1=C(NC=N1)C(=O)N. Drug 2: CC1C(C(CC(O1)OC2CC(OC(C2O)C)OC3=CC4=CC5=C(C(=O)C(C(C5)C(C(=O)C(C(C)O)O)OC)OC6CC(C(C(O6)C)O)OC7CC(C(C(O7)C)O)OC8CC(C(C(O8)C)O)(C)O)C(=C4C(=C3C)O)O)O)O. Cell line: SNB-19. Synergy scores: CSS=-7.77, Synergy_ZIP=0.169, Synergy_Bliss=-8.88, Synergy_Loewe=-13.1, Synergy_HSA=-10.9. (3) Drug 1: C1=CC=C(C=C1)NC(=O)CCCCCCC(=O)NO. Drug 2: C1=CC(=C(C=C1I)F)NC2=C(C=CC(=C2F)F)C(=O)NOCC(CO)O. Cell line: T-47D. Synergy scores: CSS=46.3, Synergy_ZIP=5.69, Synergy_Bliss=6.67, Synergy_Loewe=6.98, Synergy_HSA=7.29.